Regression. Given two drug SMILES strings and cell line genomic features, predict the synergy score measuring deviation from expected non-interaction effect. From a dataset of NCI-60 drug combinations with 297,098 pairs across 59 cell lines. (1) Synergy scores: CSS=2.03, Synergy_ZIP=-3.87, Synergy_Bliss=-1.98, Synergy_Loewe=-2.67, Synergy_HSA=-0.697. Drug 2: C1CN(P(=O)(OC1)NCCCl)CCCl. Cell line: SW-620. Drug 1: CC1=C(C(=CC=C1)Cl)NC(=O)C2=CN=C(S2)NC3=CC(=NC(=N3)C)N4CCN(CC4)CCO. (2) Drug 1: CC1=C(C(=CC=C1)Cl)NC(=O)C2=CN=C(S2)NC3=CC(=NC(=N3)C)N4CCN(CC4)CCO. Synergy scores: CSS=3.60, Synergy_ZIP=-2.21, Synergy_Bliss=2.34, Synergy_Loewe=-10.4, Synergy_HSA=0.740. Cell line: NCI-H226. Drug 2: C(CN)CNCCSP(=O)(O)O. (3) Drug 1: CC1C(C(CC(O1)OC2CC(OC(C2O)C)OC3=CC4=CC5=C(C(=O)C(C(C5)C(C(=O)C(C(C)O)O)OC)OC6CC(C(C(O6)C)O)OC7CC(C(C(O7)C)O)OC8CC(C(C(O8)C)O)(C)O)C(=C4C(=C3C)O)O)O)O. Drug 2: CS(=O)(=O)OCCCCOS(=O)(=O)C. Cell line: RXF 393. Synergy scores: CSS=9.54, Synergy_ZIP=0.565, Synergy_Bliss=1.52, Synergy_Loewe=-64.0, Synergy_HSA=0.629. (4) Synergy scores: CSS=71.7, Synergy_ZIP=-2.75, Synergy_Bliss=-7.03, Synergy_Loewe=-6.13, Synergy_HSA=-5.52. Drug 2: B(C(CC(C)C)NC(=O)C(CC1=CC=CC=C1)NC(=O)C2=NC=CN=C2)(O)O. Cell line: CCRF-CEM. Drug 1: C1=NC2=C(N=C(N=C2N1C3C(C(C(O3)CO)O)F)Cl)N. (5) Drug 1: C1=NC2=C(N1)C(=S)N=C(N2)N. Drug 2: C1C(C(OC1N2C=C(C(=O)NC2=O)F)CO)O. Cell line: SF-539. Synergy scores: CSS=38.0, Synergy_ZIP=-10.7, Synergy_Bliss=-14.1, Synergy_Loewe=-15.3, Synergy_HSA=-5.69. (6) Drug 1: C1C(C(OC1N2C=C(C(=O)NC2=O)F)CO)O. Drug 2: CN(C(=O)NC(C=O)C(C(C(CO)O)O)O)N=O. Cell line: NCI/ADR-RES. Synergy scores: CSS=15.8, Synergy_ZIP=-5.38, Synergy_Bliss=-3.08, Synergy_Loewe=-57.3, Synergy_HSA=-4.59. (7) Drug 1: CN1C2=C(C=C(C=C2)N(CCCl)CCCl)N=C1CCCC(=O)O.Cl. Synergy scores: CSS=0.882, Synergy_ZIP=0.453, Synergy_Bliss=-0.922, Synergy_Loewe=-1.08, Synergy_HSA=-2.84. Cell line: SK-MEL-28. Drug 2: C1CC(=O)NC(=O)C1N2C(=O)C3=CC=CC=C3C2=O. (8) Drug 1: CCCS(=O)(=O)NC1=C(C(=C(C=C1)F)C(=O)C2=CNC3=C2C=C(C=N3)C4=CC=C(C=C4)Cl)F. Drug 2: CC12CCC(CC1=CCC3C2CCC4(C3CC=C4C5=CN=CC=C5)C)O. Cell line: SF-268. Synergy scores: CSS=0.514, Synergy_ZIP=2.08, Synergy_Bliss=7.93, Synergy_Loewe=-8.18, Synergy_HSA=3.85. (9) Drug 1: COC1=CC(=CC(=C1O)OC)C2C3C(COC3=O)C(C4=CC5=C(C=C24)OCO5)OC6C(C(C7C(O6)COC(O7)C8=CC=CS8)O)O. Drug 2: CC1CCC2CC(C(=CC=CC=CC(CC(C(=O)C(C(C(=CC(C(=O)CC(OC(=O)C3CCCCN3C(=O)C(=O)C1(O2)O)C(C)CC4CCC(C(C4)OC)O)C)C)O)OC)C)C)C)OC. Cell line: HOP-92. Synergy scores: CSS=50.8, Synergy_ZIP=-5.46, Synergy_Bliss=-3.07, Synergy_Loewe=2.00, Synergy_HSA=2.92. (10) Drug 2: CN(C(=O)NC(C=O)C(C(C(CO)O)O)O)N=O. Drug 1: CCCS(=O)(=O)NC1=C(C(=C(C=C1)F)C(=O)C2=CNC3=C2C=C(C=N3)C4=CC=C(C=C4)Cl)F. Cell line: NCIH23. Synergy scores: CSS=-2.85, Synergy_ZIP=0.673, Synergy_Bliss=-4.21, Synergy_Loewe=-7.10, Synergy_HSA=-7.85.